Dataset: NCI-60 drug combinations with 297,098 pairs across 59 cell lines. Task: Regression. Given two drug SMILES strings and cell line genomic features, predict the synergy score measuring deviation from expected non-interaction effect. (1) Drug 1: C1=CC(=C2C(=C1NCCNCCO)C(=O)C3=C(C=CC(=C3C2=O)O)O)NCCNCCO. Drug 2: CC=C1C(=O)NC(C(=O)OC2CC(=O)NC(C(=O)NC(CSSCCC=C2)C(=O)N1)C(C)C)C(C)C. Cell line: K-562. Synergy scores: CSS=64.1, Synergy_ZIP=-0.951, Synergy_Bliss=-1.11, Synergy_Loewe=-3.97, Synergy_HSA=0.505. (2) Drug 1: CN(C)C1=NC(=NC(=N1)N(C)C)N(C)C. Drug 2: COC1=NC(=NC2=C1N=CN2C3C(C(C(O3)CO)O)O)N. Cell line: A549. Synergy scores: CSS=-9.02, Synergy_ZIP=3.79, Synergy_Bliss=3.33, Synergy_Loewe=-5.66, Synergy_HSA=-4.76. (3) Drug 2: CN(CCCl)CCCl.Cl. Drug 1: CC12CCC3C(C1CCC2=O)CC(=C)C4=CC(=O)C=CC34C. Synergy scores: CSS=57.5, Synergy_ZIP=3.93, Synergy_Bliss=6.25, Synergy_Loewe=-2.70, Synergy_HSA=5.20. Cell line: A498. (4) Drug 1: CS(=O)(=O)CCNCC1=CC=C(O1)C2=CC3=C(C=C2)N=CN=C3NC4=CC(=C(C=C4)OCC5=CC(=CC=C5)F)Cl. Drug 2: B(C(CC(C)C)NC(=O)C(CC1=CC=CC=C1)NC(=O)C2=NC=CN=C2)(O)O. Cell line: COLO 205. Synergy scores: CSS=25.7, Synergy_ZIP=-1.03, Synergy_Bliss=-3.23, Synergy_Loewe=-37.1, Synergy_HSA=-2.89. (5) Drug 1: CNC(=O)C1=CC=CC=C1SC2=CC3=C(C=C2)C(=NN3)C=CC4=CC=CC=N4. Drug 2: C(CN)CNCCSP(=O)(O)O. Cell line: M14. Synergy scores: CSS=-6.91, Synergy_ZIP=2.10, Synergy_Bliss=-1.09, Synergy_Loewe=-5.33, Synergy_HSA=-5.23. (6) Drug 1: CCC1=CC2CC(C3=C(CN(C2)C1)C4=CC=CC=C4N3)(C5=C(C=C6C(=C5)C78CCN9C7C(C=CC9)(C(C(C8N6C)(C(=O)OC)O)OC(=O)C)CC)OC)C(=O)OC.C(C(C(=O)O)O)(C(=O)O)O. Drug 2: C1=NNC2=C1C(=O)NC=N2. Cell line: RPMI-8226. Synergy scores: CSS=31.7, Synergy_ZIP=0.0985, Synergy_Bliss=-1.23, Synergy_Loewe=-61.5, Synergy_HSA=-6.17. (7) Drug 1: CN1C(=O)N2C=NC(=C2N=N1)C(=O)N. Drug 2: C1C(C(OC1N2C=NC(=NC2=O)N)CO)O. Cell line: MCF7. Synergy scores: CSS=3.28, Synergy_ZIP=-1.62, Synergy_Bliss=0.169, Synergy_Loewe=-5.98, Synergy_HSA=-1.61.